Dataset: Peptide-MHC class I binding affinity with 185,985 pairs from IEDB/IMGT. Task: Regression. Given a peptide amino acid sequence and an MHC pseudo amino acid sequence, predict their binding affinity value. This is MHC class I binding data. (1) The peptide sequence is DTVNRTHQY. The MHC is HLA-B15:09 with pseudo-sequence HLA-B15:09. The binding affinity (normalized) is 0.0847. (2) The peptide sequence is YVYPDNLPR. The MHC is HLA-A69:01 with pseudo-sequence HLA-A69:01. The binding affinity (normalized) is 0.0847. (3) The peptide sequence is NYNYKYRYL. The MHC is HLA-A30:02 with pseudo-sequence HLA-A30:02. The binding affinity (normalized) is 0. (4) The peptide sequence is TCQGSDDIR. The MHC is HLA-A31:01 with pseudo-sequence HLA-A31:01. The binding affinity (normalized) is 0.0743.